This data is from Forward reaction prediction with 1.9M reactions from USPTO patents (1976-2016). The task is: Predict the product of the given reaction. (1) Given the reactants [CH3:1][O:2][C:3]1[C:4]([CH:9]=O)=[N:5][CH:6]=[CH:7][CH:8]=1.[CH3:11][C:12]([S@@:15]([NH2:17])=[O:16])([CH3:14])[CH3:13], predict the reaction product. The product is: [CH3:1][O:2][C:3]1[C:4](/[CH:9]=[N:17]/[S@:15]([C:12]([CH3:14])([CH3:13])[CH3:11])=[O:16])=[N:5][CH:6]=[CH:7][CH:8]=1. (2) Given the reactants [NH:1]1[CH:5]=[CH:4][CH:3]=[C:2]1/[CH:6]=[C:7]1\[CH2:8][N:9]([C:14]([C:27]2[CH:32]=[CH:31][CH:30]=[CH:29][CH:28]=2)([C:21]2[CH:26]=[CH:25][CH:24]=[CH:23][CH:22]=2)[C:15]2[CH:20]=[CH:19][CH:18]=[CH:17][CH:16]=2)[CH2:10][CH2:11][C:12]\1=[O:13].Br[CH2:34][C:35]([O:37][CH2:38][CH3:39])=[O:36].C(=O)([O-])[O-].[K+].[K+].[I-].[K+], predict the reaction product. The product is: [CH2:38]([O:37][C:35]([CH2:34][N:1]1[CH:5]=[CH:4][CH:3]=[C:2]1/[CH:6]=[C:7]1\[CH2:8][N:9]([C:14]([C:21]2[CH:22]=[CH:23][CH:24]=[CH:25][CH:26]=2)([C:15]2[CH:20]=[CH:19][CH:18]=[CH:17][CH:16]=2)[C:27]2[CH:32]=[CH:31][CH:30]=[CH:29][CH:28]=2)[CH2:10][CH2:11][C:12]\1=[O:13])=[O:36])[CH3:39]. (3) The product is: [Cl:26][C:27]1[C:28]([O:36][CH3:37])=[N:29][CH:30]=[CH:31][C:32]=1[C:2]1[C:3]([CH3:25])=[CH:4][CH:5]=[C:6]([NH:8][C:9]([C:11]2([C:14]3[CH:24]=[CH:23][C:17]4[O:18][C:19]([F:22])([F:21])[O:20][C:16]=4[CH:15]=3)[CH2:12][CH2:13]2)=[O:10])[N:7]=1. Given the reactants Cl[C:2]1[N:7]=[C:6]([NH:8][C:9]([C:11]2([C:14]3[CH:24]=[CH:23][C:17]4[O:18][C:19]([F:22])([F:21])[O:20][C:16]=4[CH:15]=3)[CH2:13][CH2:12]2)=[O:10])[CH:5]=[CH:4][C:3]=1[CH3:25].[Cl:26][C:27]1[C:28]([O:36][CH3:37])=[N:29][CH:30]=[CH:31][C:32]=1B(O)O.C(=O)([O-])[O-].[Na+].[Na+], predict the reaction product.